This data is from Forward reaction prediction with 1.9M reactions from USPTO patents (1976-2016). The task is: Predict the product of the given reaction. (1) Given the reactants C(O[C:6]([N:8]1[C:20]2[C:11](=[C:12]3[C:17](=[C:18]([OH:21])[CH:19]=2)[N:16]=[CH:15][CH:14]=[CH:13]3)[CH:10]([CH2:22][Cl:23])[CH2:9]1)=[O:7])(C)(C)C.Cl.[CH3:25][O:26][C:27]1[CH:37]=[CH:36][C:30]([CH:31]=[CH:32]C(O)=O)=[CH:29][CH:28]=1.CCN=C=NCCCN(C)C, predict the reaction product. The product is: [Cl:23][CH2:22][CH:10]1[C:11]2=[C:12]3[C:17](=[C:18]([OH:21])[CH:19]=[C:20]2[N:8]([C:6](=[O:7])/[CH:32]=[CH:31]/[C:30]2[CH:36]=[CH:37][C:27]([O:26][CH3:25])=[CH:28][CH:29]=2)[CH2:9]1)[N:16]=[CH:15][CH:14]=[CH:13]3. (2) Given the reactants [C:1]([O:5][C:6]([NH:8][CH2:9][C:10]1[N:11]([CH2:31][CH:32]([CH3:34])[CH3:33])[C:12](=[O:30])[C:13]2[C:18]([C:19]=1[C:20]1[CH:25]=[CH:24][CH:23]=[C:22]([F:26])[CH:21]=1)=[CH:17][C:16]([C:27](O)=[O:28])=[CH:15][CH:14]=2)=[O:7])([CH3:4])([CH3:3])[CH3:2].Cl.C([N:38]=C=NCCCN(C)C)C.[NH4+].ON1C2C=CC=CC=2N=N1.O, predict the reaction product. The product is: [C:1]([O:5][C:6]([NH:8][CH2:9][C:10]1[N:11]([CH2:31][CH:32]([CH3:34])[CH3:33])[C:12](=[O:30])[C:13]2[C:18]([C:19]=1[C:20]1[CH:25]=[CH:24][CH:23]=[C:22]([F:26])[CH:21]=1)=[CH:17][C:16]([C:27]([NH2:38])=[O:28])=[CH:15][CH:14]=2)=[O:7])([CH3:4])([CH3:2])[CH3:3]. (3) Given the reactants Br[C:2]1[CH:3]=[C:4]2[C:9](=[N:10][C:11]=1[CH:12]([O:15][CH3:16])[O:13][CH3:14])[N:8]([C:17]([NH:19][C:20]1[CH:25]=[CH:24][C:23]([C:26]#[N:27])=[CH:22][N:21]=1)=[O:18])[CH2:7][CH2:6][CH2:5]2.[Li]C.[Li]CCCC.CN([CH:38]=[O:39])C.[NH4+].[Cl-], predict the reaction product. The product is: [C:26]([C:23]1[CH:24]=[CH:25][C:20]([NH:19][C:17]([N:8]2[C:9]3[C:4](=[CH:3][C:2]([CH:38]=[O:39])=[C:11]([CH:12]([O:15][CH3:16])[O:13][CH3:14])[N:10]=3)[CH2:5][CH2:6][CH2:7]2)=[O:18])=[N:21][CH:22]=1)#[N:27]. (4) Given the reactants [Cl:1][C:2]1[CH:3]=[N:4][C:5]2[C:10]([C:11]=1[CH2:12][CH2:13][CH2:14][C:15]1([C:21]([O:23][CH2:24][CH3:25])=[O:22])[CH2:20][CH2:19][NH:18][CH2:17][CH2:16]1)=[CH:9][C:8]([O:26][CH3:27])=[CH:7][CH:6]=2.C(=O)([O-])[O-].[K+].[K+].[I-].[K+].Cl[CH2:37][CH2:38][S:39][CH:40]1[CH2:44][CH2:43][CH2:42][CH2:41]1, predict the reaction product. The product is: [Cl:1][C:2]1[CH:3]=[N:4][C:5]2[C:10]([C:11]=1[CH2:12][CH2:13][CH2:14][C:15]1([C:21]([O:23][CH2:24][CH3:25])=[O:22])[CH2:20][CH2:19][N:18]([CH2:37][CH2:38][S:39][CH:40]3[CH2:44][CH2:43][CH2:42][CH2:41]3)[CH2:17][CH2:16]1)=[CH:9][C:8]([O:26][CH3:27])=[CH:7][CH:6]=2. (5) Given the reactants [C:1]1([CH2:7][C@H:8]([NH2:11])[C:9]#[CH:10])[CH:6]=[CH:5][CH:4]=[CH:3][CH:2]=1.C([O-])(O)=O.[Na+].[C:17](ON1C(=O)CCC1=O)([O:19][CH2:20][CH:21]1[C:33]2[C:28](=[CH:29][CH:30]=[CH:31][CH:32]=2)[C:27]2[C:22]1=[CH:23][CH:24]=[CH:25][CH:26]=2)=[O:18], predict the reaction product. The product is: [C:17]([NH:11][C@H:8]([C:9]#[CH:10])[CH2:7][C:1]1[CH:6]=[CH:5][CH:4]=[CH:3][CH:2]=1)([O:19][CH2:20][CH:21]1[C:22]2[C:27](=[CH:26][CH:25]=[CH:24][CH:23]=2)[C:28]2[C:33]1=[CH:32][CH:31]=[CH:30][CH:29]=2)=[O:18].